This data is from Peptide-MHC class I binding affinity with 185,985 pairs from IEDB/IMGT. The task is: Regression. Given a peptide amino acid sequence and an MHC pseudo amino acid sequence, predict their binding affinity value. This is MHC class I binding data. (1) The peptide sequence is EDRRYGPAL. The MHC is Mamu-A11 with pseudo-sequence Mamu-A11. The binding affinity (normalized) is 0.135. (2) The peptide sequence is TSNLQEQIAW. The MHC is Patr-B0101 with pseudo-sequence Patr-B0101. The binding affinity (normalized) is 0.